Dataset: Full USPTO retrosynthesis dataset with 1.9M reactions from patents (1976-2016). Task: Predict the reactants needed to synthesize the given product. (1) Given the product [F:15][C:16]1[CH:23]=[CH:22][C:19]([CH:20]([C:7]2[CH:12]=[N:11][C:10]([O:13][CH3:14])=[CH:9][CH:8]=2)[OH:21])=[CH:18][CH:17]=1, predict the reactants needed to synthesize it. The reactants are: [Li]CCCC.Br[C:7]1[CH:8]=[CH:9][C:10]([O:13][CH3:14])=[N:11][CH:12]=1.[F:15][C:16]1[CH:23]=[CH:22][C:19]([CH:20]=[O:21])=[CH:18][CH:17]=1.[Cl-].[NH4+]. (2) Given the product [NH2:61][S:58]([C:54]1[CH:53]=[C:52]([C:2]2[CH:11]=[C:10]3[C:5]([N:6]=[CH:7][C:8]([N:12]4[CH2:13][CH2:14][N:15]([CH2:18][CH2:19][NH:20][C:21](=[O:27])[O:22][C:23]([CH3:24])([CH3:25])[CH3:26])[CH2:16][CH2:17]4)=[N:9]3)=[CH:4][CH:3]=2)[CH:57]=[N:56][CH:55]=1)(=[O:60])=[O:59], predict the reactants needed to synthesize it. The reactants are: Br[C:2]1[CH:11]=[C:10]2[C:5]([N:6]=[CH:7][C:8]([N:12]3[CH2:17][CH2:16][N:15]([CH2:18][CH2:19][NH:20][C:21](=[O:27])[O:22][C:23]([CH3:26])([CH3:25])[CH3:24])[CH2:14][CH2:13]3)=[N:9]2)=[CH:4][CH:3]=1.B1(B2OC(C)(C)C(C)(C)O2)OC(C)(C)C(C)(C)O1.C([O-])(=O)C.[K+].Br[C:52]1[CH:53]=[C:54]([S:58]([NH2:61])(=[O:60])=[O:59])[CH:55]=[N:56][CH:57]=1.C(=O)([O-])[O-].[K+].[K+]. (3) Given the product [C:1]([O:5][C:6]([N:8]1[CH2:9][CH2:10][CH:11]([N:14]([C:18]([C:31]2[N:32]=[CH:33][C:28]([Br:27])=[CH:29][N:30]=2)=[O:19])[CH:15]2[CH2:17][CH2:16]2)[CH2:12][CH2:13]1)=[O:7])([CH3:4])([CH3:3])[CH3:2], predict the reactants needed to synthesize it. The reactants are: [C:1]([O:5][C:6]([N:8]1[CH2:13][CH2:12][CH:11]([N:14]([C:18](C2C=NC(Cl)=NC=2)=[O:19])[CH:15]2[CH2:17][CH2:16]2)[CH2:10][CH2:9]1)=[O:7])([CH3:4])([CH3:3])[CH3:2].[Br:27][C:28]1[CH:29]=[N:30][C:31](C(O)=O)=[N:32][CH:33]=1.